Regression. Given two drug SMILES strings and cell line genomic features, predict the synergy score measuring deviation from expected non-interaction effect. From a dataset of NCI-60 drug combinations with 297,098 pairs across 59 cell lines. (1) Drug 1: CC(CN1CC(=O)NC(=O)C1)N2CC(=O)NC(=O)C2. Drug 2: C1CN(P(=O)(OC1)NCCCl)CCCl. Cell line: SK-OV-3. Synergy scores: CSS=6.80, Synergy_ZIP=-2.08, Synergy_Bliss=1.40, Synergy_Loewe=-2.01, Synergy_HSA=0.492. (2) Drug 1: CC(C1=C(C=CC(=C1Cl)F)Cl)OC2=C(N=CC(=C2)C3=CN(N=C3)C4CCNCC4)N. Drug 2: CC12CCC3C(C1CCC2=O)CC(=C)C4=CC(=O)C=CC34C. Cell line: CAKI-1. Synergy scores: CSS=17.5, Synergy_ZIP=-4.19, Synergy_Bliss=-4.12, Synergy_Loewe=-2.03, Synergy_HSA=-2.27. (3) Drug 1: C1=CC(=CC=C1CC(C(=O)O)N)N(CCCl)CCCl.Cl. Drug 2: C1CC(C1)(C(=O)O)C(=O)O.[NH2-].[NH2-].[Pt+2]. Cell line: OVCAR3. Synergy scores: CSS=27.4, Synergy_ZIP=-0.932, Synergy_Bliss=1.44, Synergy_Loewe=-2.13, Synergy_HSA=0.454.